Predict which catalyst facilitates the given reaction. From a dataset of Catalyst prediction with 721,799 reactions and 888 catalyst types from USPTO. (1) Reactant: [CH2:1]([NH2:7])[C:2]1[O:6][CH:5]=[CH:4][CH:3]=1.[F:8][C:9]([F:15])([F:14])[S:10](Cl)(=[O:12])=[O:11]. Product: [F:8][C:9]([F:15])([F:14])[S:10]([NH:7][CH2:1][C:2]1[O:6][CH:5]=[CH:4][CH:3]=1)(=[O:12])=[O:11]. The catalyst class is: 17. (2) Reactant: [Br:1][C:2]1[CH:3]=[C:4]([CH:9]2[C:14]3[C:15](=[O:19])[NH:16][N:17]([CH3:18])[C:13]=3[NH:12][C:11]3[CH2:20][CH2:21][C:22](=[O:23])[C:10]2=3)[CH:5]=[CH:6][C:7]=1[F:8].Cl[C:25]([O:27][CH3:28])=[O:26].N1C=CC=CC=1. Product: [Br:1][C:2]1[CH:3]=[C:4]([CH:9]2[C:14]3[C:15](=[O:19])[N:16]([C:25]([O:27][CH3:28])=[O:26])[N:17]([CH3:18])[C:13]=3[NH:12][C:11]3[CH2:20][CH2:21][C:22](=[O:23])[C:10]2=3)[CH:5]=[CH:6][C:7]=1[F:8]. The catalyst class is: 2. (3) Reactant: [C:1]([O:4][C:5]1[CH:10]=[C:9]([C:11](=[O:13])[CH3:12])[CH:8]=[CH:7][C:6]=1[S:14]([CH3:17])(=[O:16])=[O:15])(=[O:3])[CH3:2].[CH3:18][N:19]([CH:21](OC)OC)[CH3:20]. Product: [C:1]([O:4][C:5]1[CH:10]=[C:9]([C:11](=[O:13])/[CH:12]=[CH:18]/[N:19]([CH3:21])[CH3:20])[CH:8]=[CH:7][C:6]=1[S:14]([CH3:17])(=[O:16])=[O:15])(=[O:3])[CH3:2]. The catalyst class is: 3. (4) The catalyst class is: 7. Product: [Cl:3][C:4]1[C:9]([N:10]([CH2:20][CH2:21][CH2:22][CH2:23][CH2:24][CH3:25])[C:11](=[O:18])[C:12]2[CH:13]=[CH:14][CH:15]=[CH:16][CH:17]=2)=[CH:8][CH:7]=[CH:6][N:5]=1. Reactant: [H-].[Na+].[Cl:3][C:4]1[C:9]([NH:10][C:11](=[O:18])[C:12]2[CH:17]=[CH:16][CH:15]=[CH:14][CH:13]=2)=[CH:8][CH:7]=[CH:6][N:5]=1.Br[CH2:20][CH2:21][CH2:22][CH2:23][CH2:24][CH3:25]. (5) Reactant: Cl[C:2]1[N:7]=[CH:6][N:5]=[C:4]2[N:8]([CH3:12])[N:9]=[C:10]([I:11])[C:3]=12.[F:13][CH:14]1[CH2:17][NH:16][CH2:15]1.C(=O)(O)[O-].[Na+]. Product: [F:13][CH:14]1[CH2:17][N:16]([C:2]2[N:7]=[CH:6][N:5]=[C:4]3[N:8]([CH3:12])[N:9]=[C:10]([I:11])[C:3]=23)[CH2:15]1. The catalyst class is: 7.